Predict the product of the given reaction. From a dataset of Forward reaction prediction with 1.9M reactions from USPTO patents (1976-2016). (1) Given the reactants [CH2:1]([NH:5][C:6]1[N:7]=[CH:8][C:9]2[C:14]([C:15]3[CH:20]=[CH:19][C:18]([F:21])=[CH:17][CH:16]=3)=[CH:13][N:12]([C@H:22]3[CH2:27][CH2:26][C@H:25]([O:28][Si](C(C)(C)C)(C)C)[CH2:24][CH2:23]3)[C:10]=2[N:11]=1)[CH2:2][CH2:3][CH3:4], predict the reaction product. The product is: [CH2:1]([NH:5][C:6]1[N:7]=[CH:8][C:9]2[C:14]([C:15]3[CH:20]=[CH:19][C:18]([F:21])=[CH:17][CH:16]=3)=[CH:13][N:12]([C@H:22]3[CH2:23][CH2:24][C@H:25]([OH:28])[CH2:26][CH2:27]3)[C:10]=2[N:11]=1)[CH2:2][CH2:3][CH3:4]. (2) Given the reactants CC[C@H]1[C@H]2C[C@H]([C@H](OC3C4C(=CC=CC=4)C(O[C@H](C4C=CN=C5C=4C=C(OC)C=C5)[C@@H]4N5C[C@H](CC)[C@@H](CC5)C4)=NN=3)C3C=CN=C4C=3C=C([O:22]C)C=C4)N(CC2)C1.CS(N)(=O)=O.[Cl:64][C:65]1[CH:70]=[CH:69][C:68]([C:71]2[C:76]([CH3:78])([CH3:77])[CH2:75][N:74]([C:79]([O:81][C:82]([CH3:85])([CH3:84])[CH3:83])=[O:80])[CH2:73][CH:72]=2)=[CH:67][CH:66]=1.S([O-])([O-])=O.[Na+].[Na+].C(O)(C)(C)C.[OH2:97], predict the reaction product. The product is: [Cl:64][C:65]1[CH:70]=[CH:69][C:68]([C@:71]2([OH:22])[C@@H:72]([OH:97])[CH2:73][N:74]([C:79]([O:81][C:82]([CH3:85])([CH3:84])[CH3:83])=[O:80])[CH2:75][C:76]2([CH3:77])[CH3:78])=[CH:67][CH:66]=1.